Predict the reaction yield, written as a fraction of the theoretical maximum amount of product (1.0 means a 100% yield; for example, 0.34 means a 34% yield). From a dataset of Reaction yield outcomes from USPTO patents with 853,638 reactions. (1) The reactants are [CH2:1]([O:3][C:4]1[CH:5]=[C:6]([C:13]2[O:17][N:16]=[C:15]([C:18]3[CH:26]=[CH:25][CH:24]=[C:23]4[C:19]=3[CH2:20][CH2:21][N:22]4C(NCC(O)=O)=O)[N:14]=2)[CH:7]=[CH:8][C:9]=1[O:10][CH2:11][CH3:12])[CH3:2].C1COCC1.C(O)(C(F)(F)F)=O. No catalyst specified. The product is [CH2:1]([O:3][C:4]1[CH:5]=[C:6]([C:13]2[O:17][N:16]=[C:15]([C:18]3[CH:26]=[CH:25][CH:24]=[C:23]4[C:19]=3[CH2:20][CH2:21][NH:22]4)[N:14]=2)[CH:7]=[CH:8][C:9]=1[O:10][CH2:11][CH3:12])[CH3:2]. The yield is 0.430. (2) The reactants are [NH2:1][C:2]1[CH:3]=[C:4]([NH:9][C:10](=[O:22])[C:11]2[CH:16]=[CH:15][CH:14]=[C:13]([C:17]([C:20]#[N:21])([CH3:19])[CH3:18])[CH:12]=2)[CH:5]=[CH:6][C:7]=1[CH3:8].C(N(CC)CC)C.[Cl:30][C:31]1[N:36]=[C:35]2[S:37][C:38]([C:40](Cl)=[O:41])=[CH:39][C:34]2=[N:33][CH:32]=1. The catalyst is C(Cl)Cl. The product is [Cl:30][C:31]1[N:36]=[C:35]2[S:37][C:38]([C:40]([NH:1][C:2]3[CH:3]=[C:4]([NH:9][C:10](=[O:22])[C:11]4[CH:16]=[CH:15][CH:14]=[C:13]([C:17]([C:20]#[N:21])([CH3:19])[CH3:18])[CH:12]=4)[CH:5]=[CH:6][C:7]=3[CH3:8])=[O:41])=[CH:39][C:34]2=[N:33][CH:32]=1. The yield is 0.830. (3) The reactants are C([Li])CCC.C(OO)(C)(C)C.[C:12]1([CH:18]([C:79]2[CH:84]=[CH:83][CH:82]=[CH:81][CH:80]=2)[C@H:19]([NH:60][C:61](=[O:78])[C@H:62]([CH2:74][CH:75]([CH3:77])[CH3:76])[NH:63][C:64]([O:66][CH2:67][C:68]2[CH:73]=[CH:72][CH:71]=[CH:70][CH:69]=2)=[O:65])[CH:20]=[CH:21][S:22]([CH:25]=[CH:26][C@@H:27]([NH:41][C:42](=[O:59])[C@H:43]([CH2:55][CH:56]([CH3:58])[CH3:57])[NH:44][C:45]([O:47][CH2:48][C:49]2[CH:54]=[CH:53][CH:52]=[CH:51][CH:50]=2)=[O:46])[CH:28]([C:35]2[CH:40]=[CH:39][CH:38]=[CH:37][CH:36]=2)[C:29]2[CH:34]=[CH:33][CH:32]=[CH:31][CH:30]=2)(=[O:24])=[O:23])[CH:17]=[CH:16][CH:15]=[CH:14][CH:13]=1.CCOC(C)=O. The catalyst is C1COCC1. The product is [C:29]1([CH:28]([C:35]2[CH:36]=[CH:37][CH:38]=[CH:39][CH:40]=2)[C:27]([NH:41][C:42](=[O:59])[C@H:43]([CH2:55][CH:56]([CH3:57])[CH3:58])[NH:44][C:45]([O:47][CH2:48][C:49]2[CH:54]=[CH:53][CH:52]=[CH:51][CH:50]=2)=[O:46])=[CH:26][CH2:25][S:22]([CH2:21][CH:20]=[C:19]([NH:60][C:61](=[O:78])[C@H:62]([CH2:74][CH:75]([CH3:77])[CH3:76])[NH:63][C:64]([O:66][CH2:67][C:68]2[CH:69]=[CH:70][CH:71]=[CH:72][CH:73]=2)=[O:65])[CH:18]([C:12]2[CH:17]=[CH:16][CH:15]=[CH:14][CH:13]=2)[C:79]2[CH:80]=[CH:81][CH:82]=[CH:83][CH:84]=2)(=[O:23])=[O:24])[CH:34]=[CH:33][CH:32]=[CH:31][CH:30]=1. The yield is 0.630. (4) The reactants are [C:1]([O:5][C:6](=[O:16])[NH:7][CH2:8][C:9]1[CH:14]=[CH:13][C:12]([Br:15])=[CH:11][CH:10]=1)([CH3:4])([CH3:3])[CH3:2].[CH3:17]I. The catalyst is CN(C=O)C. The yield is 0.980. The product is [C:1]([O:5][C:6](=[O:16])[N:7]([CH2:8][C:9]1[CH:10]=[CH:11][C:12]([Br:15])=[CH:13][CH:14]=1)[CH3:17])([CH3:4])([CH3:2])[CH3:3]. (5) The reactants are [Cl:1][C:2]1[C:11]2[C:6](=[C:7]([F:13])[CH:8]=[C:9](I)[CH:10]=2)[N:5]=[N:4][C:3]=1[C:14]([NH2:16])=[O:15].C([Sn](CCCC)(CCCC)[S:22][CH2:23][CH3:24])CCC. The catalyst is CN(C=O)C. The product is [Cl:1][C:2]1[C:11]2[C:6](=[C:7]([F:13])[CH:8]=[C:9]([S:22][CH2:23][CH3:24])[CH:10]=2)[N:5]=[N:4][C:3]=1[C:14]([NH2:16])=[O:15]. The yield is 0.540.